The task is: Predict the reaction yield, written as a fraction of the theoretical maximum amount of product (1.0 means a 100% yield; for example, 0.34 means a 34% yield).. This data is from Reaction yield outcomes from USPTO patents with 853,638 reactions. (1) The reactants are [CH2:1]([NH:8][C:9](=[O:20])[NH:10][CH2:11][C:12]([CH3:19])([CH3:18])[C:13]([O:15]CC)=[O:14])[C:2]1[CH:7]=[CH:6][CH:5]=[CH:4][CH:3]=1.O.[OH-].[Li+]. No catalyst specified. The product is [CH2:1]([NH:8][C:9](=[O:20])[NH:10][CH2:11][C:12]([CH3:18])([CH3:19])[C:13]([OH:15])=[O:14])[C:2]1[CH:3]=[CH:4][CH:5]=[CH:6][CH:7]=1. The yield is 0.507. (2) The reactants are [O:1]=[C:2]1[CH2:7][CH2:6][N:5]([C:8]([O:10][C:11]([CH3:14])([CH3:13])[CH3:12])=[O:9])[CH2:4][CH2:3]1.C(N(CC)CC)C.Cl[Si:23]([CH3:26])([CH3:25])[CH3:24].C(=O)(O)[O-].[Na+]. The catalyst is CN(C=O)C. The product is [CH3:24][Si:23]([CH3:26])([CH3:25])[O:1][C:2]1[CH2:7][CH2:6][N:5]([C:8]([O:10][C:11]([CH3:14])([CH3:13])[CH3:12])=[O:9])[CH2:4][CH:3]=1. The yield is 0.930. (3) The reactants are [CH2:1]([O:3][C:4](=[O:14])[C:5]1[CH:10]=[CH:9][C:8]([CH2:11]CBr)=[CH:7][CH:6]=1)[CH3:2].[CH2:15]([N:17]1[CH2:22][CH2:21][NH:20][CH2:19][CH2:18]1)[CH3:16]. The catalyst is C1COCC1.O. The product is [CH2:1]([O:3][C:4](=[O:14])[C:5]1[CH:6]=[CH:7][C:8]([CH2:11][N:20]2[CH2:21][CH2:22][N:17]([CH2:15][CH3:16])[CH2:18][CH2:19]2)=[CH:9][CH:10]=1)[CH3:2]. The yield is 1.00. (4) The reactants are C[O:2][C:3]([C:5]1[CH:6]=[CH:7][C:8]2[CH:12]=[C:11]([C:13]([O:15][CH2:16][CH3:17])=[O:14])[S:10][C:9]=2[CH:18]=1)=[O:4].[Li+].[I-]. The catalyst is N1C=CC=CC=1. The yield is 0.760. The product is [CH3:17][CH2:16][O:15][C:13]([C:11]1[S:10][C:9]2[CH:18]=[C:5]([C:3]([OH:4])=[O:2])[CH:6]=[CH:7][C:8]=2[CH:12]=1)=[O:14]. (5) The reactants are [CH2:1]1[C:5]2([CH2:10][CH2:9][NH:8][CH2:7][CH2:6]2)[CH2:4][CH2:3][N:2]1[C:11]([O:13][C:14]([CH3:17])([CH3:16])[CH3:15])=[O:12].Br[C:19]1[CH:20]=[C:21]2[C:26](=[CH:27][CH:28]=1)[CH:25]=[N:24][CH:23]=[CH:22]2.C1C=CC(P(C2C(C3C(P(C4C=CC=CC=4)C4C=CC=CC=4)=CC=C4C=3C=CC=C4)=C3C(C=CC=C3)=CC=2)C2C=CC=CC=2)=CC=1. The catalyst is C1(C)C=CC=CC=1.[Pd].C([O-])(=O)C. The product is [CH:25]1[C:26]2[C:21](=[CH:20][C:19]([N:8]3[CH2:7][CH2:6][C:5]4([CH2:1][N:2]([C:11]([O:13][C:14]([CH3:17])([CH3:16])[CH3:15])=[O:12])[CH2:3][CH2:4]4)[CH2:10][CH2:9]3)=[CH:28][CH:27]=2)[CH:22]=[CH:23][N:24]=1. The yield is 0.520. (6) The reactants are Br[C:2]1[CH:3]=[C:4]2[C:9](=[CH:10][CH:11]=1)[C:8](=[O:12])[NH:7][C:6](=[O:13])[C:5]2=[CH:14][NH:15][C:16]1[CH:21]=[CH:20][C:19]([CH2:22][N:23]2[CH2:27][CH2:26][CH2:25][CH:24]2[CH2:28][OH:29])=[CH:18][CH:17]=1.[O:30]1[CH:34]=[CH:33][CH:32]=[C:31]1[Sn](CCCC)(CCCC)CCCC. The catalyst is CN(C)C=O.Cl[Pd](Cl)([P](C1C=CC=CC=1)(C1C=CC=CC=1)C1C=CC=CC=1)[P](C1C=CC=CC=1)(C1C=CC=CC=1)C1C=CC=CC=1. The product is [O:30]1[CH:34]=[CH:33][CH:32]=[C:31]1[C:2]1[CH:3]=[C:4]2[C:9](=[CH:10][CH:11]=1)[C:8](=[O:12])[NH:7][C:6](=[O:13])[C:5]2=[CH:14][NH:15][C:16]1[CH:21]=[CH:20][C:19]([CH2:22][N:23]2[CH2:27][CH2:26][CH2:25][CH:24]2[CH2:28][OH:29])=[CH:18][CH:17]=1. The yield is 0.590. (7) The reactants are COC1C=C([N+]([O-])=O)C=CC=1O.[OH:13][C:14]([CH3:34])([CH3:33])[CH2:15][O:16][C:17]1[CH:22]=[CH:21][C:20]([N:23]2[CH:28]=[CH:27][NH:26][C:25](=O)[C:24]2=[O:30])=[CH:19][C:18]=1[O:31][CH3:32].C(N(C(C)C)C(C)C)C.C1CN([P+](ON2N=NC3C=CC=CC2=3)(N2CCCC2)N2CCCC2)CC1.F[P-](F)(F)(F)(F)F.[N:77]1[CH:82]=[CH:81][CH:80]=[CH:79][C:78]=1[CH2:83][CH2:84][SH:85]. The catalyst is CN(C=O)C. The product is [OH:13][C:14]([CH3:34])([CH3:33])[CH2:15][O:16][C:17]1[CH:22]=[CH:21][C:20]([N:23]2[CH:28]=[CH:27][N:26]=[C:25]([S:85][CH2:84][CH2:83][C:78]3[CH:79]=[CH:80][CH:81]=[CH:82][N:77]=3)[C:24]2=[O:30])=[CH:19][C:18]=1[O:31][CH3:32]. The yield is 0.680. (8) The reactants are [CH3:1][C:2]1[O:6][N:5]=[C:4]([C:7]2[CH:12]=[CH:11][CH:10]=[CH:9][CH:8]=2)[C:3]=1[CH2:13][O:14][C:15]1[CH:23]=[CH:22][C:18]([C:19]([OH:21])=O)=[CH:17][N:16]=1.Cl.[CH2:25]1[C:34]2[C:29](=[CH:30][CH:31]=[CH:32][CH:33]=2)[CH:28]([NH2:35])[CH2:27][O:26]1. No catalyst specified. The product is [CH2:25]1[C:34]2[C:29](=[CH:30][CH:31]=[CH:32][CH:33]=2)[CH:28]([NH:35][C:19](=[O:21])[C:18]2[CH:22]=[CH:23][C:15]([O:14][CH2:13][C:3]3[C:4]([C:7]4[CH:8]=[CH:9][CH:10]=[CH:11][CH:12]=4)=[N:5][O:6][C:2]=3[CH3:1])=[N:16][CH:17]=2)[CH2:27][O:26]1. The yield is 0.960. (9) The product is [OH:24][CH:25]([C:26]1[CH:3]=[CH:1][N:4]=[CH:5][CH:7]=1)[CH2:20][C:19]#[N:21]. The yield is 0.635. The reactants are [CH:1]([NH:4][CH:5]([CH3:7])C)([CH3:3])C.C([Li])CCC.CCCCCC.[C:19](#[N:21])[CH3:20].[Cl-].[NH4+].[O:24]1CC[CH2:26][CH2:25]1. No catalyst specified. (10) No catalyst specified. The reactants are [F:1][C:2]1[C:3]([NH2:9])=[N:4][CH:5]=[C:6]([F:8])[CH:7]=1.Br[CH2:11][C:12](=O)[CH2:13][CH2:14][C:15]#[C:16][Si:17]([CH3:20])([CH3:19])[CH3:18]. The product is [F:8][C:6]1[CH:7]=[C:2]([F:1])[C:3]2[N:4]([CH:11]=[C:12]([CH2:13][CH2:14][C:15]#[C:16][Si:17]([CH3:20])([CH3:19])[CH3:18])[N:9]=2)[CH:5]=1. The yield is 0.490.